Dataset: Forward reaction prediction with 1.9M reactions from USPTO patents (1976-2016). Task: Predict the product of the given reaction. (1) Given the reactants [CH:1]1([N:7]([CH2:21][CH2:22][C:23]2[CH:28]=CC=CC=2)[C:8](=[O:20])[NH:9][C:10]2[S:11][C:12]([S:15][CH2:16][C:17](O)=O)=[CH:13][N:14]=2)[CH2:6][CH2:5][CH2:4][CH2:3][CH2:2]1.[CH:29](=O)CCC.Cl.C[C@H]1CC[C@H](N)CC1.C([O:45][C:46](=[O:49])CC)C.Cl.CCN(C(C)C)C(C)C, predict the reaction product. The product is: [CH2:21]([N:7]([C@H:1]1[CH2:2][CH2:3][C@H:4]([CH3:29])[CH2:5][CH2:6]1)[C:8](=[O:20])[NH:9][C:10]1[S:11][C:12]([S:15][CH2:16][CH2:17][C:46]([OH:49])=[O:45])=[CH:13][N:14]=1)[CH2:22][CH2:23][CH3:28]. (2) Given the reactants [C:1]([O:5][C:6](=[O:26])[NH:7][CH:8]([C:17]([N:19]1[CH2:24][CH2:23][CH:22]([CH3:25])[CH2:21][CH2:20]1)=[O:18])[CH2:9][CH2:10][N:11]1[C:15](Br)=[CH:14][CH:13]=[N:12]1)([CH3:4])([CH3:3])[CH3:2].C[C:28]([N:30](C)C)=O, predict the reaction product. The product is: [C:1]([O:5][C:6](=[O:26])[NH:7][CH:8]([C:17]([N:19]1[CH2:24][CH2:23][CH:22]([CH3:25])[CH2:21][CH2:20]1)=[O:18])[CH2:9][CH2:10][N:11]1[C:15]([C:28]#[N:30])=[CH:14][CH:13]=[N:12]1)([CH3:4])([CH3:3])[CH3:2]. (3) Given the reactants [CH3:1][C@@H:2]([C:16]([OH:18])=[O:17])[C:3]1[CH:8]=[CH:7][C:6]([C:9]2[CH:14]=[CH:13][CH:12]=[CH:11][CH:10]=2)=[C:5]([F:15])[CH:4]=1.[CH3:19][C:20]12[CH2:29][C:27]3([NH2:30])[CH2:28][CH:22]([CH2:23][C:24]([CH3:31])([CH2:26]3)[CH2:25]1)[CH2:21]2, predict the reaction product. The product is: [CH3:31][C:24]12[CH2:26][C:27]3([NH2:30])[CH2:28][CH:22]([CH2:21][C:20]([CH3:19])([CH2:29]3)[CH2:25]1)[CH2:23]2.[CH3:1][C@@H:2]([C:16]([OH:18])=[O:17])[C:3]1[CH:8]=[CH:7][C:6]([C:9]2[CH:14]=[CH:13][CH:12]=[CH:11][CH:10]=2)=[C:5]([F:15])[CH:4]=1. (4) Given the reactants [Cl:1][C:2]1[CH:7]=[CH:6][CH:5]=[CH:4][C:3]=1[CH:8]([N:12]1[CH:16]=[C:15]([CH2:17][N:18]2[C:22](=[O:23])[N:21]([CH2:24][C@H:25]([OH:30])[C:26]([F:29])([F:28])[F:27])[C:20]([C:31]3[CH:36]=[CH:35][C:34]([Cl:37])=[CH:33][CH:32]=3)=[N:19]2)[N:14]=[N:13]1)[C:9](O)=[O:10].C1C=CC2N(O)N=NC=2C=1.C(Cl)CCl.[NH3:52], predict the reaction product. The product is: [Cl:1][C:2]1[CH:7]=[CH:6][CH:5]=[CH:4][C:3]=1[CH:8]([N:12]1[CH:16]=[C:15]([CH2:17][N:18]2[C:22](=[O:23])[N:21]([CH2:24][C@H:25]([OH:30])[C:26]([F:29])([F:28])[F:27])[C:20]([C:31]3[CH:36]=[CH:35][C:34]([Cl:37])=[CH:33][CH:32]=3)=[N:19]2)[N:14]=[N:13]1)[C:9]([NH2:52])=[O:10]. (5) Given the reactants [O:1]1[C:5]2([CH2:15][CH2:14][C:8]3([CH2:12][CH2:11][NH:10][C:9]3=[O:13])[CH2:7][CH2:6]2)[O:4][CH2:3][CH2:2]1.Br[C:17]1[CH:22]=[CH:21][C:20]([CH:23]([OH:28])[C:24]([F:27])([F:26])[CH3:25])=[CH:19][CH:18]=1, predict the reaction product. The product is: [F:26][C:24]([F:27])([CH3:25])[CH:23]([C:20]1[CH:19]=[CH:18][C:17]([N:10]2[CH2:11][CH2:12][C:8]3([CH2:14][CH2:15][C:5]4([O:4][CH2:3][CH2:2][O:1]4)[CH2:6][CH2:7]3)[C:9]2=[O:13])=[CH:22][CH:21]=1)[OH:28].